Regression. Given a peptide amino acid sequence and an MHC pseudo amino acid sequence, predict their binding affinity value. This is MHC class I binding data. From a dataset of Peptide-MHC class I binding affinity with 185,985 pairs from IEDB/IMGT. (1) The peptide sequence is RSSKLVMRY. The MHC is HLA-B58:01 with pseudo-sequence HLA-B58:01. The binding affinity (normalized) is 0.728. (2) The peptide sequence is ALGPAATL. The binding affinity (normalized) is 0.706. The MHC is HLA-A02:02 with pseudo-sequence HLA-A02:02. (3) The peptide sequence is GTPRLYQT. The MHC is H-2-Kb with pseudo-sequence H-2-Kb. The binding affinity (normalized) is 0.00202. (4) The peptide sequence is QALSPRTLNAW. The MHC is HLA-B18:01 with pseudo-sequence HLA-B18:01. The binding affinity (normalized) is 0. (5) The peptide sequence is HAPWTQMAM. The MHC is HLA-B15:01 with pseudo-sequence HLA-B15:01. The binding affinity (normalized) is 0.143.